This data is from Experimentally validated miRNA-target interactions with 360,000+ pairs, plus equal number of negative samples. The task is: Binary Classification. Given a miRNA mature sequence and a target amino acid sequence, predict their likelihood of interaction. The miRNA is hsa-miR-497-5p with sequence CAGCAGCACACUGUGGUUUGU. The protein sequence of the target gene is MGAKQSGPAAANGRTRAYSGSDLPSSSSGGANGTAGGGGGARAAAAGRFPAQVPSAHQPSASGGAAAAAAAPAAPAAPRSRSLGGAVGSVASGARAAQSPFSIPNSSSGPYGSQDSVHSSPEDGGGGRDRPVGGSPGGPRLVIGSLPAHLSPHMFGGFKCPVCSKFVSSDEMDLHLVMCLTKPRITYNEDVLSKDAGECAICLEELQQGDTIARLPCLCIYHKGCIDEWFEVNRSCPEHPSD. Result: 1 (interaction).